From a dataset of M1 muscarinic receptor antagonist screen with 61,756 compounds. Binary Classification. Given a drug SMILES string, predict its activity (active/inactive) in a high-throughput screening assay against a specified biological target. The drug is S=c1n(c2nc3c(c2nn1CCO)cccc3)c1ccccc1. The result is 0 (inactive).